This data is from Full USPTO retrosynthesis dataset with 1.9M reactions from patents (1976-2016). The task is: Predict the reactants needed to synthesize the given product. (1) The reactants are: [CH2:1]([O:3][CH:4]([CH3:7])[CH2:5][NH2:6])[CH3:2].C([N:16]=[C:17]=[S:18])(=O)C1C=CC=CC=1.C(=O)([O-])[O-].[K+].[K+].S(=O)(=O)(O)O. Given the product [CH2:1]([O:3][CH:4]([CH3:7])[CH2:5][NH:6][C:17]([NH2:16])=[S:18])[CH3:2], predict the reactants needed to synthesize it. (2) The reactants are: [C:1]([C:4]1[CH:5]=[C:6]([Cl:21])[C:7]([CH3:20])=[C:8]([C:18]#[N:19])[C:9]=1[C:10]1[CH:15]=[C:14]([F:16])[CH:13]=[C:12]([F:17])[CH:11]=1)(=[O:3])[CH3:2].[OH-:22].[K+].Cl. Given the product [C:1]([C:4]1[CH:5]=[C:6]([Cl:21])[C:7]([CH3:20])=[C:8]([C:18]([NH2:19])=[O:22])[C:9]=1[C:10]1[CH:11]=[C:12]([F:17])[CH:13]=[C:14]([F:16])[CH:15]=1)(=[O:3])[CH3:2], predict the reactants needed to synthesize it. (3) Given the product [C:1]([C:3]1[CH:8]=[CH:7][C:6]([N:9]2[C@@H:13]([CH:14]3[CH2:18][CH2:17][CH2:16][CH2:15]3)[CH2:12][C:11]([C:19]3[CH:27]=[CH:26][C:22]([C:23]([NH:31][C:32]4[NH:36][N:35]=[N:34][N:33]=4)=[O:25])=[C:21]([O:28][CH3:29])[N:20]=3)=[N:10]2)=[CH:5][C:4]=1[CH3:30])#[N:2], predict the reactants needed to synthesize it. The reactants are: [C:1]([C:3]1[CH:8]=[CH:7][C:6]([N:9]2[C@@H:13]([CH:14]3[CH2:18][CH2:17][CH2:16][CH2:15]3)[CH2:12][C:11]([C:19]3[CH:27]=[CH:26][C:22]([C:23]([OH:25])=O)=[C:21]([O:28][CH3:29])[N:20]=3)=[N:10]2)=[CH:5][C:4]=1[CH3:30])#[N:2].[NH2:31][C:32]1[NH:36][N:35]=[N:34][N:33]=1. (4) Given the product [OH:29][CH2:28][CH:27]([NH:26][C:7](=[O:9])[C:6]1[CH:10]=[C:11]([C:14]#[C:15][C:16]2[CH:21]=[CH:20][CH:19]=[CH:18][C:17]=2[O:22][CH3:23])[CH:12]=[CH:13][C:5]=1[O:4][CH:1]([CH3:2])[CH3:3])[CH2:30][C:31]1[C:35]2[CH:36]=[N:37][CH:38]=[CH:39][C:34]=2[NH:33][CH:32]=1, predict the reactants needed to synthesize it. The reactants are: [CH:1]([O:4][C:5]1[CH:13]=[CH:12][C:11]([C:14]#[C:15][C:16]2[CH:21]=[CH:20][CH:19]=[CH:18][C:17]=2[O:22][CH3:23])=[CH:10][C:6]=1[C:7]([OH:9])=O)([CH3:3])[CH3:2].Cl.Cl.[NH2:26][CH:27]([CH2:30][C:31]1[C:35]2[CH:36]=[N:37][CH:38]=[CH:39][C:34]=2[NH:33][CH:32]=1)[CH2:28][OH:29].C1C=CC2N(O)N=NC=2C=1.CCN=C=NCCCN(C)C. (5) Given the product [CH2:7]([O:9][C:10]1[N:15]=[C:14]([CH:16]=[O:17])[CH:13]=[CH:12][CH:11]=1)[CH3:8], predict the reactants needed to synthesize it. The reactants are: C(Cl)(=O)C(Cl)=O.[CH2:7]([O:9][C:10]1[N:15]=[C:14]([CH2:16][OH:17])[CH:13]=[CH:12][CH:11]=1)[CH3:8].CCN(CC)CC.O. (6) Given the product [C:17]([O:21][C:22](=[O:23])[NH:24][C@@H:25]([CH2:28][CH:29]([CH3:30])[CH3:31])[CH2:26][O:27][C:2]1[CH:3]=[CH:4][C:5]2[C:15]3[C:10](=[C:11]([CH3:16])[N:12]=[CH:13][CH:14]=3)[CH2:9][O:8][C:6]=2[CH:7]=1)([CH3:20])([CH3:19])[CH3:18], predict the reactants needed to synthesize it. The reactants are: Cl[C:2]1[CH:3]=[CH:4][C:5]2[C:15]3[C:10](=[C:11]([CH3:16])[N:12]=[CH:13][CH:14]=3)[CH2:9][O:8][C:6]=2[CH:7]=1.[C:17]([O:21][C:22]([NH:24][CH:25]([CH2:28][CH:29]([CH3:31])[CH3:30])[CH2:26][OH:27])=[O:23])([CH3:20])([CH3:19])[CH3:18].C([O-])([O-])=O.[Cs+].[Cs+]. (7) Given the product [Cl:25][CH2:24][CH2:23][CH2:22][CH:21]([C:20]1[O:17][C:16](/[CH:15]=[CH:14]/[C:4]2[CH:5]=[CH:6][C:7]([N:8]3[CH:12]=[C:11]([CH3:13])[N:10]=[CH:9]3)=[C:2]([F:1])[CH:3]=2)=[N:18][N:19]=1)[C:26]1[CH:31]=[C:30]([F:32])[C:29]([F:33])=[C:28]([F:34])[CH:27]=1, predict the reactants needed to synthesize it. The reactants are: [F:1][C:2]1[CH:3]=[C:4](/[CH:14]=[CH:15]/[C:16]([NH:18][NH:19][C:20](=O)[CH:21]([C:26]2[CH:31]=[C:30]([F:32])[C:29]([F:33])=[C:28]([F:34])[CH:27]=2)[CH2:22][CH2:23][CH2:24][Cl:25])=[O:17])[CH:5]=[CH:6][C:7]=1[N:8]1[CH:12]=[C:11]([CH3:13])[N:10]=[CH:9]1.